This data is from CYP1A2 inhibition data for predicting drug metabolism from PubChem BioAssay. The task is: Regression/Classification. Given a drug SMILES string, predict its absorption, distribution, metabolism, or excretion properties. Task type varies by dataset: regression for continuous measurements (e.g., permeability, clearance, half-life) or binary classification for categorical outcomes (e.g., BBB penetration, CYP inhibition). Dataset: cyp1a2_veith. (1) The result is 1 (inhibitor). The drug is O=C(c1cnn(-c2ccccc2)c1)c1ccc2ccccc2c1O. (2) The compound is Nc1ccccc1SCc1csc(-c2ccc(Cl)cc2)n1. The result is 1 (inhibitor).